Dataset: NCI-60 drug combinations with 297,098 pairs across 59 cell lines. Task: Regression. Given two drug SMILES strings and cell line genomic features, predict the synergy score measuring deviation from expected non-interaction effect. (1) Drug 2: C1=NC2=C(N=C(N=C2N1C3C(C(C(O3)CO)O)F)Cl)N. Cell line: 786-0. Drug 1: CC1=CC=C(C=C1)C2=CC(=NN2C3=CC=C(C=C3)S(=O)(=O)N)C(F)(F)F. Synergy scores: CSS=8.31, Synergy_ZIP=-0.821, Synergy_Bliss=2.50, Synergy_Loewe=-37.8, Synergy_HSA=-8.94. (2) Drug 1: C1=CN(C(=O)N=C1N)C2C(C(C(O2)CO)O)O.Cl. Drug 2: C(=O)(N)NO. Cell line: RXF 393. Synergy scores: CSS=3.92, Synergy_ZIP=-1.01, Synergy_Bliss=0.123, Synergy_Loewe=-32.3, Synergy_HSA=-0.876.